This data is from Reaction yield outcomes from USPTO patents with 853,638 reactions. The task is: Predict the reaction yield, written as a fraction of the theoretical maximum amount of product (1.0 means a 100% yield; for example, 0.34 means a 34% yield). The reactants are [Cl:1][C:2]1[CH:11]=[C:10]([Cl:12])[C:5]([C:6]([O:8][CH3:9])=[O:7])=[C:4]([N+:13]([O-])=O)[C:3]=1[O:16][CH3:17]. The catalyst is C(O)(=O)C.[Fe]. The product is [NH2:13][C:4]1[C:3]([O:16][CH3:17])=[C:2]([Cl:1])[CH:11]=[C:10]([Cl:12])[C:5]=1[C:6]([O:8][CH3:9])=[O:7]. The yield is 0.970.